This data is from Forward reaction prediction with 1.9M reactions from USPTO patents (1976-2016). The task is: Predict the product of the given reaction. (1) The product is: [CH2:18]([O:17][C:11](=[O:16])[CH2:12][C:7]([C:3]1[S:4][CH:5]=[CH:6][C:2]=1[Cl:1])=[O:8])[CH3:19]. Given the reactants [Cl:1][C:2]1[CH:6]=[CH:5][S:4][C:3]=1[C:7](Cl)=[O:8].[K+].[C:11]([O:17][CH2:18][CH3:19])(=[O:16])[CH2:12]C([O-])=O.CCN(CC)CC.[Mg+2].[Cl-].[Cl-], predict the reaction product. (2) Given the reactants COC1C=CC(C[N:8]2[C:16]3[C:11](=[CH:12][CH:13]=[CH:14][C:15]=3[C:17]3[CH:22]=[CH:21][CH:20]=[CH:19][C:18]=3[CH3:23])[C:10]([CH2:24][CH2:25][CH2:26][O:27][C:28]3[C:37]4[C:32](=[CH:33][CH:34]=[CH:35][CH:36]=4)[CH:31]=[CH:30][CH:29]=3)=[C:9]2[C:38]#[N:39])=CC=1.[N-:42]=[N+:43]=[N-:44].[Na+].[NH4+].[Cl-], predict the reaction product. The product is: [CH3:23][C:18]1[CH:19]=[CH:20][CH:21]=[CH:22][C:17]=1[C:15]1[CH:14]=[CH:13][CH:12]=[C:11]2[C:16]=1[NH:8][C:9]([C:38]1[NH:39][N:44]=[N:43][N:42]=1)=[C:10]2[CH2:24][CH2:25][CH2:26][O:27][C:28]1[C:37]2[C:32](=[CH:33][CH:34]=[CH:35][CH:36]=2)[CH:31]=[CH:30][CH:29]=1.